From a dataset of Reaction yield outcomes from USPTO patents with 853,638 reactions. Predict the reaction yield, written as a fraction of the theoretical maximum amount of product (1.0 means a 100% yield; for example, 0.34 means a 34% yield). The reactants are [CH3:1][C:2]1[N:23]([CH3:24])[C:5]2[CH:6]=[C:7]([C:20]([OH:22])=O)[C:8]3[CH2:9][CH2:10][CH:11]([C:14]4[CH:19]=[CH:18][CH:17]=[CH:16][CH:15]=4)[NH:12][C:13]=3[C:4]=2[N:3]=1.[NH:25]1[CH2:27][CH2:26]1.C[N:29](C)C=O. The catalyst is O1CCCC1. The product is [N:25]1([NH:29][C:20]([C:7]2[C:8]3[CH2:9][CH2:10][CH:11]([C:14]4[CH:15]=[CH:16][CH:17]=[CH:18][CH:19]=4)[NH:12][C:13]=3[C:4]3[N:3]=[C:2]([CH3:1])[N:23]([CH3:24])[C:5]=3[CH:6]=2)=[O:22])[CH2:27][CH2:26]1. The yield is 0.460.